From a dataset of Reaction yield outcomes from USPTO patents with 853,638 reactions. Predict the reaction yield, written as a fraction of the theoretical maximum amount of product (1.0 means a 100% yield; for example, 0.34 means a 34% yield). (1) The reactants are [CH3:1][C:2]1[CH:3]=[C:4]([CH3:13])[C:5]2[O:10][CH2:9][C:8](=[O:11])[NH:7][C:6]=2[CH:12]=1.C([O-])([O-])=O.[Cs+].[Cs+].[Cl:20][CH2:21][CH2:22][CH2:23]I. The catalyst is CCCCCCC.CCOC(C)=O. The product is [Cl:20][CH2:21][CH2:22][CH2:23][N:7]1[C:6]2[CH:12]=[C:2]([CH3:1])[CH:3]=[C:4]([CH3:13])[C:5]=2[O:10][CH2:9][C:8]1=[O:11]. The yield is 0.390. (2) The reactants are [C:1]1([P:7]([C:15]2[CH:20]=[CH:19][CH:18]=[CH:17][CH:16]=2)[C:8]2[N:13]=[C:12]([NH2:14])[CH:11]=[CH:10][CH:9]=2)[CH:6]=[CH:5][CH:4]=[CH:3][CH:2]=1.C(N(CC)CC)C.[C:28](Cl)(=[O:33])[C:29]([CH3:32])([CH3:31])[CH3:30]. The catalyst is ClCCl.CN(C)C1C=CN=CC=1. The product is [C:15]1([P:7]([C:1]2[CH:2]=[CH:3][CH:4]=[CH:5][CH:6]=2)[C:8]2[N:13]=[C:12]([NH:14][C:28](=[O:33])[C:29]([CH3:32])([CH3:31])[CH3:30])[CH:11]=[CH:10][CH:9]=2)[CH:16]=[CH:17][CH:18]=[CH:19][CH:20]=1. The yield is 0.861.